From a dataset of Peptide-MHC class I binding affinity with 185,985 pairs from IEDB/IMGT. Regression. Given a peptide amino acid sequence and an MHC pseudo amino acid sequence, predict their binding affinity value. This is MHC class I binding data. (1) The peptide sequence is NTPTFAIKK. The MHC is HLA-A11:01 with pseudo-sequence HLA-A11:01. The binding affinity (normalized) is 0.523. (2) The binding affinity (normalized) is 0. The peptide sequence is RNWAHSSL. The MHC is HLA-B07:02 with pseudo-sequence HLA-B07:02. (3) The peptide sequence is EELRSLYNTV. The MHC is HLA-B08:02 with pseudo-sequence HLA-B08:02. The binding affinity (normalized) is 0.0847. (4) The peptide sequence is SVHQFFWFQ. The MHC is HLA-A03:01 with pseudo-sequence HLA-A03:01. The binding affinity (normalized) is 0.0847. (5) The peptide sequence is VESENKVV. The MHC is H-2-Kk with pseudo-sequence H-2-Kk. The binding affinity (normalized) is 0.554. (6) The peptide sequence is ITTSVLKSFF. The MHC is Mamu-A01 with pseudo-sequence Mamu-A01. The binding affinity (normalized) is 0.564. (7) The peptide sequence is WMMWYWGPSL. The MHC is HLA-A68:02 with pseudo-sequence HLA-A68:02. The binding affinity (normalized) is 0.243.